The task is: Predict which catalyst facilitates the given reaction.. This data is from Catalyst prediction with 721,799 reactions and 888 catalyst types from USPTO. (1) The catalyst class is: 496. Product: [CH3:19][O:18][C:16]1[N:17]=[C:12]([N:11]2[C:49](=[O:50])[N:33]([CH2:32][C:31]3[C:30]([F:29])=[CH:37][C:36]([F:38])=[CH:35][C:34]=3[F:39])[C:2]3[N:3]=[CH:4][CH:5]=[CH:6][C:7]=3[S:8]2(=[O:9])=[O:10])[CH:13]=[CH:14][C:15]=1[NH:43][CH3:47]. Reactant: Cl[C:2]1[C:7]([S:8]([NH:11][C:12]2[N:17]=[C:16]([O:18][CH3:19])[C:15](CNC(=O)OC(C)(C)C)=[CH:14][CH:13]=2)(=[O:10])=[O:9])=[CH:6][CH:5]=[CH:4][N:3]=1.[F:29][C:30]1[CH:37]=[C:36]([F:38])[CH:35]=[C:34]([F:39])[C:31]=1[CH2:32][NH2:33].C([N:43]([CH2:47]C)C(C)C)(C)C.[C:49](N1C=CN=C1)(N1C=CN=C1)=[O:50].C(N(CC)CC)C.FC1C=C(OC)C=C(F)C=1CN1C2N=CC=CC=2S(=O)(=O)N(C2C=CC(OC)=C(OC)C=2)C1=O.C(O)(C(F)(F)F)=O.FC1C=C(OC)C=C(F)C=1CN1C2C=CC=CC=2S(=O)(=O)N(C2C=CC(OC)=C(NC)N=2)C1=O. (2) Reactant: [F:1][C:2]1[CH:7]=[CH:6][C:5]([NH:8][C:9](=S)[C@@H:10]([NH:12][C:13]2[N:21]=[CH:20][N:19]=[C:18]3[C:14]=2[N:15]=[CH:16][NH:17]3)[CH3:11])=[C:4]([NH:23][C:24]2[CH:29]=[CH:28][N:27]=[CH:26][N:25]=2)[CH:3]=1. Product: [F:1][C:2]1[CH:7]=[CH:6][C:5]2[N:8]=[C:9]([C@@H:10]([NH:12][C:13]3[N:21]=[CH:20][N:19]=[C:18]4[C:14]=3[N:15]=[CH:16][NH:17]4)[CH3:11])[N:23]([C:24]3[CH:29]=[CH:28][N:27]=[CH:26][N:25]=3)[C:4]=2[CH:3]=1. The catalyst class is: 11. (3) Reactant: [Cl:1][CH2:2][CH2:3][O:4][CH2:5][CH2:6][OH:7].[O:8]1[CH:13]=[CH:12][CH2:11][CH2:10][CH2:9]1. Product: [Cl:1][CH2:2][CH2:3][O:4][CH2:5][CH2:6][O:7][CH:9]1[CH2:10][CH2:11][CH2:12][CH2:13][O:8]1. The catalyst class is: 22. (4) Reactant: [CH3:1][O:2][C:3]1[CH:8]=[C:7]([O:9][CH3:10])[CH:6]=[CH:5][C:4]=1[CH:11]1[S:17][C:16]([CH3:19])([CH3:18])[CH:15]([C:20](O)=[O:21])[N:14]=[C:13]([C:23]2[C:24](=[O:31])[O:25][C:26]([CH3:30])=[CH:27][C:28]=2[OH:29])[CH2:12]1.CN1CCOCC1.C1CN([P+](ON2N=NC3C=CC=CC2=3)(N2CCCC2)N2CCCC2)CC1.F[P-](F)(F)(F)(F)F.[C:72]([O:76][C:77](=[O:81])[CH:78]([NH2:80])[CH3:79])([CH3:75])([CH3:74])[CH3:73]. Product: [C:72]([O:76][C:77](=[O:81])[CH:78]([NH:80][C:20]([CH:15]1[N:14]=[C:13]([C:23]2[C:24](=[O:31])[O:25][C:26]([CH3:30])=[CH:27][C:28]=2[OH:29])[CH2:12][CH:11]([C:4]2[CH:5]=[CH:6][C:7]([O:9][CH3:10])=[CH:8][C:3]=2[O:2][CH3:1])[S:17][C:16]1([CH3:18])[CH3:19])=[O:21])[CH3:79])([CH3:75])([CH3:74])[CH3:73]. The catalyst class is: 3. (5) Reactant: Br[C:2]1[CH:3]=[C:4]([CH:7]=[C:8]([O:11][CH2:12][CH3:13])[C:9]=1[OH:10])[CH:5]=[O:6].[CH3:14][S:15]SC. Product: [CH2:12]([O:11][C:8]1[CH:7]=[C:4]([CH:3]=[C:2]([S:15][CH3:14])[C:9]=1[OH:10])[CH:5]=[O:6])[CH3:13]. The catalyst class is: 17.